This data is from Catalyst prediction with 721,799 reactions and 888 catalyst types from USPTO. The task is: Predict which catalyst facilitates the given reaction. (1) Reactant: [CH3:1][N:2]1[CH:7]=[CH:6][C:5]([O:8]N2C3=NC=CC=C3N=N2)=[N:4][C:3]1=[O:18].C([CH2:22][C:23]1[CH:28]=[CH:27][C:26](B(O)O)=[CH:25][CH:24]=1)(O)=O.[C:32]([O-])([O-])=[O:33].[Cs+].[Cs+].C[O:39]CCOC. Product: [CH3:32][O:33][C:22](=[O:39])[C:23]1[CH:24]=[CH:25][C:26]([O:8][C:5]2[CH:6]=[CH:7][N:2]([CH3:1])[C:3](=[O:18])[N:4]=2)=[CH:27][CH:28]=1. The catalyst class is: 73. (2) Reactant: [CH3:1][C:2]1[CH:6]=[C:5]([C:7]([OH:9])=O)[N:4]([CH2:10][C:11]([F:14])([F:13])[F:12])[N:3]=1.O1CCCC1.S(Cl)(Cl)=O.[NH2:24][C:25]1[CH:26]=[C:27]([CH:44]=[CH:45][C:46]=1[CH3:47])[O:28][C:29]1[CH:30]=[CH:31][C:32]2[N:33]([N:35]=[C:36]([NH:38][C:39]([CH:41]3[CH2:43][CH2:42]3)=[O:40])[N:37]=2)[CH:34]=1. Product: [CH:41]1([C:39]([NH:38][C:36]2[N:37]=[C:32]3[CH:31]=[CH:30][C:29]([O:28][C:27]4[CH:44]=[CH:45][C:46]([CH3:47])=[C:25]([NH:24][C:7]([C:5]5[N:4]([CH2:10][C:11]([F:14])([F:13])[F:12])[N:3]=[C:2]([CH3:1])[CH:6]=5)=[O:9])[CH:26]=4)=[CH:34][N:33]3[N:35]=2)=[O:40])[CH2:42][CH2:43]1. The catalyst class is: 402. (3) Reactant: O[C:2]1[C:11]2[C:6](=[C:7]([OH:12])[CH:8]=[CH:9][CH:10]=2)[CH:5]=[CH:4][CH:3]=1.[C:13](=[O:16])([O-])[O-].[K+].[K+].[CH2:19]([CH:21]([CH2:24][CH2:25][CH2:26][CH3:27])[CH2:22]Br)[CH3:20]. Product: [CH2:19]([CH:21]([CH2:24][CH2:25][CH2:26][CH3:27])[CH2:22][O:12][C:7]1[C:6]2[C:11](=[C:2]([O:16][CH2:13][CH:2]([CH2:11][CH3:10])[CH2:3][CH2:4][CH2:5][CH3:6])[CH:3]=[CH:4][CH:5]=2)[CH:10]=[CH:9][CH:8]=1)[CH3:20]. The catalyst class is: 9. (4) Product: [ClH:1].[NH:2]1[CH2:7][CH2:6][O:5][C@@H:4]([CH2:8][N:9]2[C:13]3[CH:14]=[CH:15][CH:16]=[CH:17][C:12]=3[N:11]([C:18]3[CH:19]=[CH:20][CH:21]=[CH:22][CH:23]=3)[S:10]2(=[O:25])=[O:24])[CH2:3]1. The catalyst class is: 5. Reactant: [ClH:1].[NH:2]1[CH2:7][CH2:6][O:5][CH:4]([CH2:8][N:9]2[C:13]3[CH:14]=[CH:15][CH:16]=[CH:17][C:12]=3[N:11]([C:18]3[CH:23]=[CH:22][CH:21]=[CH:20][CH:19]=3)[S:10]2(=[O:25])=[O:24])[CH2:3]1. (5) Reactant: Br[C:2]1[CH:7]=[CH:6][C:5]([N:8]2[CH:12]=[CH:11][CH:10]=[N:9]2)=[CH:4][C:3]=1[O:13][CH3:14].[B:15]1([B:15]2[O:19][C:18]([CH3:21])([CH3:20])[C:17]([CH3:23])([CH3:22])[O:16]2)[O:19][C:18]([CH3:21])([CH3:20])[C:17]([CH3:23])([CH3:22])[O:16]1.C(=O)([O-])[O-].[K+].[K+].C(Cl)Cl. Product: [CH3:14][O:13][C:3]1[CH:4]=[C:5]([N:8]2[CH:12]=[CH:11][CH:10]=[N:9]2)[CH:6]=[CH:7][C:2]=1[B:15]1[O:19][C:18]([CH3:21])([CH3:20])[C:17]([CH3:23])([CH3:22])[O:16]1. The catalyst class is: 294. (6) Reactant: [C:1]([C:3]1[N:11]=[CH:10][C:9]2[N:8]([CH2:12][O:13][CH2:14][CH2:15][Si:16]([CH3:19])([CH3:18])[CH3:17])[C:7]3[N:20]=[CH:21][CH:22]=[C:23]([N:24]4[CH2:28][CH2:27][C@H:26]([NH:29]C(=O)OC(C)(C)C)[CH2:25]4)[C:6]=3[C:5]=2[CH:4]=1)#[N:2].FC(F)(F)C(O)=O. Product: [NH2:29][C@H:26]1[CH2:27][CH2:28][N:24]([C:23]2[C:6]3[C:5]4[CH:4]=[C:3]([C:1]#[N:2])[N:11]=[CH:10][C:9]=4[N:8]([CH2:12][O:13][CH2:14][CH2:15][Si:16]([CH3:19])([CH3:18])[CH3:17])[C:7]=3[N:20]=[CH:21][CH:22]=2)[CH2:25]1. The catalyst class is: 2. (7) The catalyst class is: 24. Product: [CH2:18]([N:7]1[CH:6]=[C:5]([C:3]([OH:4])=[O:2])[C:14]2[C:9](=[CH:10][C:11]([O:15][CH3:16])=[CH:12][CH:13]=2)[C:8]1=[O:17])[CH3:19]. Reactant: C[O:2][C:3]([C:5]1[C:14]2[C:9](=[CH:10][C:11]([O:15][CH3:16])=[CH:12][CH:13]=2)[C:8](=[O:17])[N:7]([CH2:18][CH3:19])[CH:6]=1)=[O:4].[OH-].[Li+].